This data is from Catalyst prediction with 721,799 reactions and 888 catalyst types from USPTO. The task is: Predict which catalyst facilitates the given reaction. (1) Reactant: [CH3:1][C:2]1[N:7]=[C:6](/[CH:8]=[N:9]/[OH:10])[CH:5]=[CH:4][CH:3]=1.[Cl:11]N1C(=O)CCC1=O. Product: [OH:10][N:9]=[C:8]([Cl:11])[C:6]1[CH:5]=[CH:4][CH:3]=[C:2]([CH3:1])[N:7]=1. The catalyst class is: 39. (2) Reactant: [F:1][C:2]1[CH:7]=[CH:6][C:5]([C:8]2[C:12]([I:13])=[C:11]([CH2:14][CH2:15][OH:16])[NH:10][N:9]=2)=[CH:4][CH:3]=1.C=O.[C:19]1(C)C=CC(S(O)(=O)=O)=CC=1. Product: [F:1][C:2]1[CH:3]=[CH:4][C:5]([C:8]2[C:12]([I:13])=[C:11]3[N:10]([CH2:19][O:16][CH2:15][CH2:14]3)[N:9]=2)=[CH:6][CH:7]=1. The catalyst class is: 12. (3) Reactant: [O:1]=[C:2]1[CH2:11][CH2:10][CH:9]2[CH:4]([CH2:5][CH:6]([C:16]([OH:18])=[O:17])[N:7]([C:12]([O:14][CH3:15])=[O:13])[CH2:8]2)[CH2:3]1.Br[CH2:20][CH3:21]. Product: [O:1]=[C:2]1[CH2:11][CH2:10][CH:9]2[CH:4]([CH2:5][CH:6]([C:16]([O:18][CH2:20][CH3:21])=[O:17])[N:7]([C:12]([O:14][CH3:15])=[O:13])[CH2:8]2)[CH2:3]1. The catalyst class is: 10. (4) Reactant: C(OC(=O)[NH:7][C@H:8]([C:10]1[N:11]([C:27]2[CH:32]=[CH:31][CH:30]=[CH:29][CH:28]=2)[C:12](=[O:26])[C:13]2[C:18]([CH:19]=1)=[CH:17][CH:16]=[CH:15][C:14]=2[C:20]1[CH:21]=[N:22][N:23]([CH3:25])[CH:24]=1)[CH3:9])(C)(C)C.Cl.C([O-])(O)=O.[Na+]. Product: [NH2:7][C@H:8]([C:10]1[N:11]([C:27]2[CH:28]=[CH:29][CH:30]=[CH:31][CH:32]=2)[C:12](=[O:26])[C:13]2[C:18]([CH:19]=1)=[CH:17][CH:16]=[CH:15][C:14]=2[C:20]1[CH:21]=[N:22][N:23]([CH3:25])[CH:24]=1)[CH3:9]. The catalyst class is: 91. (5) Reactant: [S:1]([O-:5])([O-:4])(=[O:3])=[O:2].[Ca+2:6]. Product: [OH2:2].[S:1]([O-:5])([O-:4])(=[O:3])=[O:2].[Ca+2:6].[Ca+2:6].[S:1]([O-:5])([O-:4])(=[O:3])=[O:2]. The catalyst class is: 6.